From a dataset of NCI-60 drug combinations with 297,098 pairs across 59 cell lines. Regression. Given two drug SMILES strings and cell line genomic features, predict the synergy score measuring deviation from expected non-interaction effect. (1) Drug 1: CN(C)C1=NC(=NC(=N1)N(C)C)N(C)C. Drug 2: CC1C(C(CC(O1)OC2CC(CC3=C2C(=C4C(=C3O)C(=O)C5=CC=CC=C5C4=O)O)(C(=O)C)O)N)O. Cell line: SK-MEL-5. Synergy scores: CSS=54.5, Synergy_ZIP=-0.961, Synergy_Bliss=0.273, Synergy_Loewe=-34.1, Synergy_HSA=1.56. (2) Drug 1: CC1C(C(CC(O1)OC2CC(CC3=C2C(=C4C(=C3O)C(=O)C5=C(C4=O)C(=CC=C5)OC)O)(C(=O)CO)O)N)O.Cl. Drug 2: CC1C(C(CC(O1)OC2CC(CC3=C2C(=C4C(=C3O)C(=O)C5=CC=CC=C5C4=O)O)(C(=O)C)O)N)O. Cell line: 786-0. Synergy scores: CSS=59.2, Synergy_ZIP=-4.59, Synergy_Bliss=-4.57, Synergy_Loewe=-3.40, Synergy_HSA=-1.05. (3) Drug 1: C1=NC2=C(N=C(N=C2N1C3C(C(C(O3)CO)O)O)F)N. Drug 2: C1=NC(=NC(=O)N1C2C(C(C(O2)CO)O)O)N. Cell line: OVCAR-8. Synergy scores: CSS=47.1, Synergy_ZIP=-5.54, Synergy_Bliss=-3.59, Synergy_Loewe=-7.03, Synergy_HSA=-6.44. (4) Drug 1: C1CCC(C1)C(CC#N)N2C=C(C=N2)C3=C4C=CNC4=NC=N3. Drug 2: CC1=C(C=C(C=C1)NC2=NC=CC(=N2)N(C)C3=CC4=NN(C(=C4C=C3)C)C)S(=O)(=O)N.Cl. Cell line: DU-145. Synergy scores: CSS=15.4, Synergy_ZIP=0.458, Synergy_Bliss=11.8, Synergy_Loewe=5.19, Synergy_HSA=10.4. (5) Cell line: OVCAR-4. Synergy scores: CSS=-2.83, Synergy_ZIP=2.04, Synergy_Bliss=2.67, Synergy_Loewe=-0.752, Synergy_HSA=-0.752. Drug 1: CN(C)C1=NC(=NC(=N1)N(C)C)N(C)C. Drug 2: C1CC(=O)NC(=O)C1N2C(=O)C3=CC=CC=C3C2=O. (6) Cell line: UACC62. Drug 2: CCC1=C2CN3C(=CC4=C(C3=O)COC(=O)C4(CC)O)C2=NC5=C1C=C(C=C5)O. Drug 1: C1=CC(=CC=C1CCCC(=O)O)N(CCCl)CCCl. Synergy scores: CSS=42.1, Synergy_ZIP=-10.7, Synergy_Bliss=-7.59, Synergy_Loewe=-6.12, Synergy_HSA=-3.03.